Dataset: Catalyst prediction with 721,799 reactions and 888 catalyst types from USPTO. Task: Predict which catalyst facilitates the given reaction. (1) Reactant: [CH2:1]([O:3][C:4]([C:6]1[C:7]([OH:18])=[N:8][C:9]2[C:14]([C:15]=1[CH3:16])=[CH:13][CH:12]=[C:11]([F:17])[CH:10]=2)=[O:5])[CH3:2].IC.[CH3:21]COC(C)=O.CCCCCC. Product: [CH2:1]([O:3][C:4]([C:6]1[C:7]([O:18][CH3:21])=[N:8][C:9]2[C:14]([C:15]=1[CH3:16])=[CH:13][CH:12]=[C:11]([F:17])[CH:10]=2)=[O:5])[CH3:2]. The catalyst class is: 2. (2) Reactant: BrBr.C([N:6]1[C:10]([CH3:11])=[C:9]([C:12](=[O:14])[CH3:13])[N:8]=[C:7]1[CH3:15])(=O)C.[C:16]([O-])(O)=O.[Na+].[BrH:21]. Product: [Br:21][CH2:13][C:12]([C:9]1[N:8]([CH3:16])[C:7]([CH3:15])=[N:6][C:10]=1[CH3:11])=[O:14]. The catalyst class is: 6.